This data is from Reaction yield outcomes from USPTO patents with 853,638 reactions. The task is: Predict the reaction yield, written as a fraction of the theoretical maximum amount of product (1.0 means a 100% yield; for example, 0.34 means a 34% yield). (1) The reactants are [Br:1][C:2]1[O:3][C:4]([C:11](Cl)=[O:12])=[C:5]([C:7]([F:10])([F:9])[F:8])[N:6]=1.[NH2:14][C:15]1[CH:16]=[CH:17][C:18]([N:21]2[CH2:26][CH2:25][N:24]([C:27]([NH:29][C:30]3[CH:35]=[CH:34][CH:33]=[CH:32][C:31]=3[F:36])=[O:28])[CH2:23][CH2:22]2)=[N:19][CH:20]=1.C(N(CC)CC)C. The catalyst is C(Cl)Cl. The product is [Br:1][C:2]1[O:3][C:4]([C:11]([NH:14][C:15]2[CH:20]=[N:19][C:18]([N:21]3[CH2:22][CH2:23][N:24]([C:27](=[O:28])[NH:29][C:30]4[CH:35]=[CH:34][CH:33]=[CH:32][C:31]=4[F:36])[CH2:25][CH2:26]3)=[CH:17][CH:16]=2)=[O:12])=[C:5]([C:7]([F:10])([F:9])[F:8])[N:6]=1. The yield is 0.160. (2) The reactants are [OH:1][CH2:2][CH2:3][N:4]1[C:12]2[C:7](=[CH:8][C:9]([N+:13]([O-])=O)=[CH:10][CH:11]=2)[CH:6]=[C:5]1[C:16]([CH3:21])([CH3:20])[CH2:17][CH2:18][OH:19]. The catalyst is [Ni].CO. The product is [NH2:13][C:9]1[CH:8]=[C:7]2[C:12](=[CH:11][CH:10]=1)[N:4]([CH2:3][CH2:2][OH:1])[C:5]([C:16]([CH3:21])([CH3:20])[CH2:17][CH2:18][OH:19])=[CH:6]2. The yield is 0.260. (3) The reactants are [CH3:1][C:2]1[C:6]2[CH:7]=[C:8]([CH3:12])[C:9]([CH3:11])=[CH:10][C:5]=2[O:4][N:3]=1.I[CH2:14][CH:15]1[CH2:20][CH2:19][N:18]([C:21]([O:23][C:24]([CH3:27])([CH3:26])[CH3:25])=[O:22])[CH2:17][CH2:16]1.[Li+].CC([N-]C(C)C)C. The catalyst is C1COCC1. The product is [CH3:12][C:8]1[C:9]([CH3:11])=[CH:10][C:5]2[O:4][N:3]=[C:2]([CH2:1][CH2:14][CH:15]3[CH2:20][CH2:19][N:18]([C:21]([O:23][C:24]([CH3:25])([CH3:27])[CH3:26])=[O:22])[CH2:17][CH2:16]3)[C:6]=2[CH:7]=1. The yield is 0.780. (4) The reactants are [CH2:1]([C:4]1[C:8]([CH2:9][CH2:10][CH2:11][OH:12])=[CH:7][N:6]([C:13]2[CH:18]=[CH:17][C:16]([C:19]([F:22])([F:21])[F:20])=[CH:15][N:14]=2)[N:5]=1)[CH2:2][CH3:3].O[C:24]1[C:28]([CH2:29][C:30]([O:32]C)=[O:31])=[CH:27][N:26]([C:34]2[CH:39]=[CH:38][CH:37]=[CH:36][CH:35]=2)[N:25]=1.C(P(CCCC)CCCC)CCC.N(C(N1CCCCC1)=O)=NC(N1CCCCC1)=O. The catalyst is O1CCCC1. The product is [C:34]1([N:26]2[CH:27]=[C:28]([CH2:29][C:30]([OH:32])=[O:31])[C:24]([O:12][CH2:11][CH2:10][CH2:9][C:8]3[C:4]([CH2:1][CH2:2][CH3:3])=[N:5][N:6]([C:13]4[CH:18]=[CH:17][C:16]([C:19]([F:21])([F:20])[F:22])=[CH:15][N:14]=4)[CH:7]=3)=[N:25]2)[CH:39]=[CH:38][CH:37]=[CH:36][CH:35]=1. The yield is 0.760.